Dataset: Peptide-MHC class II binding affinity with 134,281 pairs from IEDB. Task: Regression. Given a peptide amino acid sequence and an MHC pseudo amino acid sequence, predict their binding affinity value. This is MHC class II binding data. (1) The peptide sequence is WVPQGRTTWSIHGKG. The MHC is HLA-DQA10103-DQB10603 with pseudo-sequence HLA-DQA10103-DQB10603. The binding affinity (normalized) is 0.472. (2) The peptide sequence is ILVTVNPIASTNDDE. The MHC is HLA-DQA10201-DQB10301 with pseudo-sequence HLA-DQA10201-DQB10301. The binding affinity (normalized) is 0.778. (3) The peptide sequence is TPFSLAEGIVLASAA. The MHC is DRB5_0101 with pseudo-sequence DRB5_0101. The binding affinity (normalized) is 0.674. (4) The peptide sequence is ERTVRVLDTVEKWLA. The MHC is DRB3_0301 with pseudo-sequence DRB3_0301. The binding affinity (normalized) is 0.536.